This data is from Catalyst prediction with 721,799 reactions and 888 catalyst types from USPTO. The task is: Predict which catalyst facilitates the given reaction. Reactant: [NH2:1][C:2]1[C:7]([C:8]#[N:9])=[C:6]([C:10]2[CH:15]=[CH:14][CH:13]=[CH:12][N:11]=2)[C:5]([O:16][CH3:17])=[C:4]([O:18][CH3:19])[CH:3]=1.[C:20]([N:22]1[CH2:31][CH2:30][C:29]2[C:24](=[CH:25][CH:26]=[CH:27][C:28]=2[NH:32][S:33]([CH3:36])(=[O:35])=[O:34])[CH2:23]1)#[N:21].O.Cl. Product: [NH2:9][C:8]1[C:7]2[C:2](=[CH:3][C:4]([O:18][CH3:19])=[C:5]([O:16][CH3:17])[C:6]=2[C:10]2[CH:15]=[CH:14][CH:13]=[CH:12][N:11]=2)[N:1]=[C:20]([N:22]2[CH2:31][CH2:30][C:29]3[C:24](=[CH:25][CH:26]=[CH:27][C:28]=3[NH:32][S:33]([CH3:36])(=[O:35])=[O:34])[CH2:23]2)[N:21]=1. The catalyst class is: 148.